Dataset: Reaction yield outcomes from USPTO patents with 853,638 reactions. Task: Predict the reaction yield, written as a fraction of the theoretical maximum amount of product (1.0 means a 100% yield; for example, 0.34 means a 34% yield). The reactants are [NH2:1][C:2]1[CH:3]=[C:4]2[C:9](=[CH:10][CH:11]=1)[N:8]=[CH:7][C:6]([C:12]#[N:13])=[C:5]2[NH:14][C:15]1[CH:20]=[CH:19][C:18]([F:21])=[C:17]([Cl:22])[CH:16]=1.[Cl:23]C(Cl)C.[N:27]1([CH2:33][CH2:34][N:35]2[CH:39]=[C:38]([CH:40]=O)[N:37]=[N:36]2)[CH2:32][CH2:31][O:30][CH2:29][CH2:28]1.C(O[BH-](OC(=O)C)OC(=O)C)(=O)C.[Na+]. No catalyst specified. The product is [Cl:23][C:10]1[CH:11]=[C:2]([NH:1][CH2:40][C:38]2[N:37]=[N:36][N:35]([CH2:34][CH2:33][N:27]3[CH2:32][CH2:31][O:30][CH2:29][CH2:28]3)[CH:39]=2)[CH:3]=[C:4]2[C:9]=1[N:8]=[CH:7][C:6]([C:12]#[N:13])=[C:5]2[NH:14][C:15]1[CH:20]=[CH:19][C:18]([F:21])=[C:17]([Cl:22])[CH:16]=1. The yield is 0.590.